From a dataset of NCI-60 drug combinations with 297,098 pairs across 59 cell lines. Regression. Given two drug SMILES strings and cell line genomic features, predict the synergy score measuring deviation from expected non-interaction effect. (1) Drug 1: C1C(C(OC1N2C=C(C(=O)NC2=O)F)CO)O. Drug 2: C1CC(=O)NC(=O)C1N2C(=O)C3=CC=CC=C3C2=O. Cell line: NCI-H460. Synergy scores: CSS=38.1, Synergy_ZIP=0.621, Synergy_Bliss=0.922, Synergy_Loewe=-49.3, Synergy_HSA=0.331. (2) Drug 1: CC12CCC(CC1=CCC3C2CCC4(C3CC=C4C5=CN=CC=C5)C)O. Drug 2: CC(C)CN1C=NC2=C1C3=CC=CC=C3N=C2N. Cell line: MDA-MB-231. Synergy scores: CSS=6.99, Synergy_ZIP=-1.11, Synergy_Bliss=-0.218, Synergy_Loewe=-0.0794, Synergy_HSA=-0.220. (3) Drug 1: CC(C1=C(C=CC(=C1Cl)F)Cl)OC2=C(N=CC(=C2)C3=CN(N=C3)C4CCNCC4)N. Drug 2: N.N.Cl[Pt+2]Cl. Cell line: SF-268. Synergy scores: CSS=-6.75, Synergy_ZIP=1.85, Synergy_Bliss=1.54, Synergy_Loewe=-8.27, Synergy_HSA=-4.41. (4) Drug 1: C1CCN(CC1)CCOC2=CC=C(C=C2)C(=O)C3=C(SC4=C3C=CC(=C4)O)C5=CC=C(C=C5)O. Drug 2: CN(C)N=NC1=C(NC=N1)C(=O)N. Cell line: HL-60(TB). Synergy scores: CSS=36.0, Synergy_ZIP=3.77, Synergy_Bliss=0.584, Synergy_Loewe=-5.86, Synergy_HSA=-4.41. (5) Drug 1: CC12CCC3C(C1CCC2NC(=O)OCC(F)(F)F)CCC4C3(C=CC(=O)N4C)C. Drug 2: COCCOC1=C(C=C2C(=C1)C(=NC=N2)NC3=CC=CC(=C3)C#C)OCCOC. Cell line: HT29. Synergy scores: CSS=35.1, Synergy_ZIP=5.49, Synergy_Bliss=8.85, Synergy_Loewe=6.86, Synergy_HSA=10.1.